From a dataset of NCI-60 drug combinations with 297,098 pairs across 59 cell lines. Regression. Given two drug SMILES strings and cell line genomic features, predict the synergy score measuring deviation from expected non-interaction effect. (1) Drug 1: CC1=CC=C(C=C1)C2=CC(=NN2C3=CC=C(C=C3)S(=O)(=O)N)C(F)(F)F. Drug 2: C(CN)CNCCSP(=O)(O)O. Cell line: SF-295. Synergy scores: CSS=-1.82, Synergy_ZIP=0.0152, Synergy_Bliss=-3.68, Synergy_Loewe=-3.00, Synergy_HSA=-4.07. (2) Drug 1: CCCCCOC(=O)NC1=NC(=O)N(C=C1F)C2C(C(C(O2)C)O)O. Drug 2: CCC1(C2=C(COC1=O)C(=O)N3CC4=CC5=C(C=CC(=C5CN(C)C)O)N=C4C3=C2)O.Cl. Cell line: HCT-15. Synergy scores: CSS=14.0, Synergy_ZIP=-0.343, Synergy_Bliss=4.37, Synergy_Loewe=-35.8, Synergy_HSA=-4.82.